The task is: Predict which catalyst facilitates the given reaction.. This data is from Catalyst prediction with 721,799 reactions and 888 catalyst types from USPTO. Reactant: [Cl:1][C:2]1[C:3]([NH2:8])=[N:4][NH:5][C:6]=1[CH3:7].C([O-])([O-])=O.[K+].[K+].Cl[CH2:16][C:17]([N:19]1[CH2:24][CH2:23][N:22]([C:25]2[CH:30]=[CH:29][C:28]([Cl:31])=[CH:27][CH:26]=2)[CH2:21][CH2:20]1)=[O:18].CN(C=O)C. Product: [NH2:8][C:3]1[C:2]([Cl:1])=[C:6]([CH3:7])[N:5]([CH2:16][C:17]([N:19]2[CH2:20][CH2:21][N:22]([C:25]3[CH:30]=[CH:29][C:28]([Cl:31])=[CH:27][CH:26]=3)[CH2:23][CH2:24]2)=[O:18])[N:4]=1. The catalyst class is: 195.